Dataset: Forward reaction prediction with 1.9M reactions from USPTO patents (1976-2016). Task: Predict the product of the given reaction. (1) The product is: [CH3:38][O:37][C@H:34]1[CH2:35][CH2:36][C@H:32]([CH2:31][C:30]([NH:27][C@H:24]2[CH2:25][CH2:26][C@H:21]([CH2:20][CH2:19][N:16]3[CH2:17][CH2:18][N:13]([C:8]4[C:7]5[CH:6]=[CH:5][S:4][C:12]=5[CH:11]=[CH:10][N:9]=4)[CH2:14][CH2:15]3)[CH2:22][CH2:23]2)=[O:29])[CH2:33]1. Given the reactants Cl.Cl.Cl.[S:4]1[C:12]2[CH:11]=[CH:10][N:9]=[C:8]([N:13]3[CH2:18][CH2:17][N:16]([CH2:19][CH2:20][C@H:21]4[CH2:26][CH2:25][C@H:24]([NH2:27])[CH2:23][CH2:22]4)[CH2:15][CH2:14]3)[C:7]=2[CH:6]=[CH:5]1.C[O:29][C:30](=O)[CH2:31][C@H:32]1[CH2:36][CH2:35][C@H:34]([O:37][CH3:38])[CH2:33]1, predict the reaction product. (2) Given the reactants Cl[C:2]1[C:3]2[CH:10]=[CH:9][N:8]([CH2:11][CH2:12][O:13][CH2:14][CH2:15][O:16][CH3:17])[C:4]=2[N:5]=[CH:6][N:7]=1.[NH2:18][C:19]1[CH:20]=[C:21]([C:25]#[CH:26])[CH:22]=[CH:23][CH:24]=1, predict the reaction product. The product is: [C:25]([C:21]1[CH:20]=[C:19]([NH:18][C:2]2[C:3]3[CH:10]=[CH:9][N:8]([CH2:11][CH2:12][O:13][CH2:14][CH2:15][O:16][CH3:17])[C:4]=3[N:5]=[CH:6][N:7]=2)[CH:24]=[CH:23][CH:22]=1)#[CH:26]. (3) The product is: [CH3:1][O:2][C:3]1[C:4]([N+:18]([O-:20])=[O:19])=[C:5]([CH:8]=[CH:9][C:10]=1[O:11][CH3:12])[CH:6]=[CH2:13]. Given the reactants [CH3:1][O:2][C:3]1[CH:4]=[C:5]([CH:8]=[CH:9][C:10]=1[O:11][CH3:12])[CH:6]=O.[C:13]([O-])(=O)C.[NH4+].[N+:18](C)([O-:20])=[O:19], predict the reaction product. (4) Given the reactants [Cl:1][C:2]1C=CC=C2C=1[N:10]=C(C1C=CC=CC=1F)C([C@@H](N[C:22](C1C=CC=CC=1C(O)=O)=[O:23])C)=C2.C([OH:35])C.Cl.[OH-].[Na+].[Cl:39]C1C=CC=C2C=1N=C(C1C=CC=CC=1F)C([C@@H](N1C(=O)C3C(=CC=CC=3)C1=O)C)=C2.[Cl:70][C:71]1[CH:72]=[CH:73][CH:74]=[C:75]2[C:80]=1[N:79]=[C:78]([C:81]1[CH:86]=[CH:85][CH:84]=[CH:83][C:82]=1[F:87])[C:77]([C@@H:88]([NH2:90])[CH3:89])=[CH:76]2.O.NN, predict the reaction product. The product is: [CH2:2]([Cl:1])[Cl:39].[CH3:22][OH:23].[NH4+:10].[OH-:35].[Cl:70][C:71]1[CH:72]=[CH:73][CH:74]=[C:75]2[C:80]=1[N:79]=[C:78]([C:81]1[CH:86]=[CH:85][CH:84]=[CH:83][C:82]=1[F:87])[C:77]([C@@H:88]([NH2:90])[CH3:89])=[CH:76]2. (5) Given the reactants [C:1]([O:5][C:6]([N:8]1[CH2:13][CH2:12][CH:11]([N:14]2[C:18]3[CH:19]=[CH:20][CH:21]=[CH:22][C:17]=3[NH:16][C:15]2=[O:23])[CH2:10][CH2:9]1)=[O:7])([CH3:4])([CH3:3])[CH3:2].Br[CH2:25][CH2:26][CH2:27][Cl:28].C(=O)([O-])[O-].[Cs+].[Cs+], predict the reaction product. The product is: [C:1]([O:5][C:6]([N:8]1[CH2:13][CH2:12][CH:11]([N:14]2[C:18]3[CH:19]=[CH:20][CH:21]=[CH:22][C:17]=3[N:16]([CH2:25][CH2:26][CH2:27][Cl:28])[C:15]2=[O:23])[CH2:10][CH2:9]1)=[O:7])([CH3:4])([CH3:2])[CH3:3].